Predict the product of the given reaction. From a dataset of Forward reaction prediction with 1.9M reactions from USPTO patents (1976-2016). (1) Given the reactants [N:1]1[N:5]2[C:6](=O)[CH:7]=[CH:8][NH:9][C:4]2=[CH:3][CH:2]=1.P(Cl)(Cl)([Cl:13])=O.C(N(C(C)C)CC)(C)C, predict the reaction product. The product is: [Cl:13][C:6]1[N:5]2[N:1]=[CH:2][CH:3]=[C:4]2[N:9]=[CH:8][CH:7]=1. (2) Given the reactants C[N:2]([C:19]1[CH:20]=[N:21][CH:22]=[CH:23][C:24]=1N1CCCCC1C)[C:3](=O)C1C=C(C(F)(F)F)C=C(C(F)(F)F)C=1.[F:32][C:33]1[C:34](B2OC(C)(C)C(C)(C)O2)=[N:35][CH:36]=[CH:37][CH:38]=1.C(=O)([O-])[O-].[Cs+].[Cs+], predict the reaction product. The product is: [F:32][C:33]1[C:34]([C:24]2[CH:23]=[CH:22][N:21]=[CH:20][C:19]=2[NH:2][CH3:3])=[N:35][CH:36]=[CH:37][CH:38]=1. (3) Given the reactants [CH3:1][C:2]1([C:7]2[O:11][C:10]([CH2:12][N:13]3[CH:17]=[CH:16][C:15]([NH2:18])=[N:14]3)=[CH:9][CH:8]=2)[O:6]CCO1.[Cl:19][C:20]1[CH:21]=[C:22]([C:26]2[O:30][CH:29]=[N:28][C:27]=2[C:31](O)=[O:32])[CH:23]=[CH:24][CH:25]=1, predict the reaction product. The product is: [C:2]([C:7]1[O:11][C:10]([CH2:12][N:13]2[CH:17]=[CH:16][C:15]([NH:18][C:31]([C:27]3[N:28]=[CH:29][O:30][C:26]=3[C:22]3[CH:23]=[CH:24][CH:25]=[C:20]([Cl:19])[CH:21]=3)=[O:32])=[N:14]2)=[CH:9][CH:8]=1)(=[O:6])[CH3:1].